This data is from Reaction yield outcomes from USPTO patents with 853,638 reactions. The task is: Predict the reaction yield, written as a fraction of the theoretical maximum amount of product (1.0 means a 100% yield; for example, 0.34 means a 34% yield). (1) The reactants are [O:1]([C:8]1[CH:13]=[CH:12][C:11]([CH2:14][C@H:15](NC)[CH3:16])=[CH:10][CH:9]=1)[C:2]1[CH:7]=[CH:6][CH:5]=[CH:4][CH:3]=1.C([O-])([O-])=O.[Cs+].[Cs+].C([O-])([O-])=O.[K+].[K+].Br[CH2:32][C:33]([O:35][C:36]([CH3:39])([CH3:38])[CH3:37])=[O:34].[CH3:40][N:41](C=O)C. No catalyst specified. The product is [C:36]([O:35][C:33](=[O:34])[CH2:32][NH:41][CH2:40][C@H:15]([CH3:16])[CH2:14][C:11]1[CH:10]=[CH:9][C:8]([O:1][C:2]2[CH:3]=[CH:4][CH:5]=[CH:6][CH:7]=2)=[CH:13][CH:12]=1)([CH3:39])([CH3:38])[CH3:37]. The yield is 0.800. (2) The reactants are [C:1]([O:5][C:6]([N:8]1[CH2:13][CH2:12][C:11](=O)[CH2:10][CH2:9]1)=[O:7])([CH3:4])([CH3:3])[CH3:2].[NH:15]1[CH2:20][CH2:19][O:18][CH2:17][CH2:16]1.C(O)(=O)C.C(O[BH-](OC(=O)C)OC(=O)C)(=O)C.[Na+]. The catalyst is ClC(Cl)C.ClCCl. The product is [C:1]([O:5][C:6]([N:8]1[CH2:13][CH2:12][CH:11]([N:15]2[CH2:20][CH2:19][O:18][CH2:17][CH2:16]2)[CH2:10][CH2:9]1)=[O:7])([CH3:4])([CH3:3])[CH3:2]. The yield is 0.950. (3) The reactants are [N:1]1([C:7]2[C:15]3[O:14][CH2:13][C@@H:12]([N:16](C(=O)C(F)(F)F)[C:17]4[CH:30]=[CH:29][C:20]5[C@H:21]([CH2:24][C:25]([O:27]C)=[O:26])[CH2:22][O:23][C:19]=5[CH:18]=4)[C:11]=3[CH:10]=[CH:9][CH:8]=2)[CH2:6][CH2:5][CH2:4][CH2:3][CH2:2]1.[OH-].[Na+].Cl. The catalyst is O1CCCC1.CO.O. The product is [N:1]1([C:7]2[C:15]3[O:14][CH2:13][C@@H:12]([NH:16][C:17]4[CH:30]=[CH:29][C:20]5[C@H:21]([CH2:24][C:25]([OH:27])=[O:26])[CH2:22][O:23][C:19]=5[CH:18]=4)[C:11]=3[CH:10]=[CH:9][CH:8]=2)[CH2:6][CH2:5][CH2:4][CH2:3][CH2:2]1. The yield is 0.610. (4) The reactants are [CH2:1]([O:3][C:4]1[CH:5]=[C:6]([N:13]2[CH2:18][CH2:17][NH:16][CH2:15][CH2:14]2)[CH:7]=[CH:8][C:9]=1[N+:10]([O-:12])=[O:11])[CH3:2].[CH3:19][C:20]([CH3:22])=O.C(O[BH-](OC(=O)C)OC(=O)C)(=O)C.[Na+].CC(O)=O. The catalyst is ClCCCl.C(Cl)Cl.C([O-])(O)=O.[Na+]. The product is [CH2:1]([O:3][C:4]1[CH:5]=[C:6]([N:13]2[CH2:14][CH2:15][N:16]([CH:20]([CH3:22])[CH3:19])[CH2:17][CH2:18]2)[CH:7]=[CH:8][C:9]=1[N+:10]([O-:12])=[O:11])[CH3:2]. The yield is 0.880. (5) The reactants are Cl[CH2:2][CH2:3][O:4][C:5]([O:7][CH:8]([CH3:10])[CH3:9])=[O:6].C1CCC(NC2CCCCC2)CC1.[C:24]([OH:31])(=[O:30])/[CH:25]=[CH:26]/[C:27]([OH:29])=[O:28]. The catalyst is CN1CCCC1=O. The product is [CH3:9][CH:8]([O:7][C:5]([O:4][CH2:3][CH2:2][O:29][C:27](/[CH:26]=[CH:25]/[C:24]([OH:31])=[O:30])=[O:28])=[O:6])[CH3:10]. The yield is 0.100. (6) The reactants are Br[C:2]1[CH:3]=[C:4]([N:8]2[C:16]3[CH:15]=[C:14]([CH3:17])[N:13]=[CH:12][C:11]=3[C:10]([C:18]([O:20][CH3:21])=[O:19])=[N:9]2)[CH:5]=[CH:6][CH:7]=1.[C:22]([C@:24]1([OH:31])[CH2:28][CH2:27][N:26]([CH3:29])[C:25]1=[O:30])#[CH:23]. No catalyst specified. The product is [OH:31][C@@:24]1([C:22]#[C:23][C:2]2[CH:3]=[C:4]([N:8]3[C:16]4[CH:15]=[C:14]([CH3:17])[N:13]=[CH:12][C:11]=4[C:10]([C:18]([O:20][CH3:21])=[O:19])=[N:9]3)[CH:5]=[CH:6][CH:7]=2)[CH2:28][CH2:27][N:26]([CH3:29])[C:25]1=[O:30]. The yield is 0.910.